This data is from Full USPTO retrosynthesis dataset with 1.9M reactions from patents (1976-2016). The task is: Predict the reactants needed to synthesize the given product. Given the product [NH2:4][C:5]1[CH:12]=[CH:11][C:8]([C:9]#[N:17])=[C:7]([Cl:13])[C:6]=1[F:14], predict the reactants needed to synthesize it. The reactants are: Cl.NO.[NH2:4][C:5]1[CH:12]=[CH:11][C:8]([CH:9]=O)=[C:7]([Cl:13])[C:6]=1[F:14].C([N:17](CC)CC)C.C1CCC(N=C=NC2CCCCC2)CC1.